Task: Predict the reaction yield, written as a fraction of the theoretical maximum amount of product (1.0 means a 100% yield; for example, 0.34 means a 34% yield).. Dataset: Reaction yield outcomes from USPTO patents with 853,638 reactions (1) The reactants are [NH:1]1[C:9]2[CH:8]=[CH:7][CH:6]=[C:5]([CH:10]=O)[C:4]=2[CH:3]=[CH:2]1.O.[BH4-].[Na+].C[NH2:16]. The catalyst is CO. The product is [NH2:16][CH2:10][C:5]1[CH:6]=[CH:7][CH:8]=[C:9]2[C:4]=1[CH:3]=[CH:2][NH:1]2. The yield is 0.880. (2) The reactants are CS(C)=O.C(=O)=O.CC(C)=O.C(Cl)(=O)C(Cl)=O.[C:18]([O:22][C:23](=[O:37])[NH:24][CH2:25][CH:26]([OH:36])[CH2:27][NH:28][C:29]([O:31][C:32]([CH3:35])([CH3:34])[CH3:33])=[O:30])([CH3:21])([CH3:20])[CH3:19].C(N(CC)CC)C. The catalyst is C(Cl)Cl.O. The product is [C:18]([O:22][C:23](=[O:37])[NH:24][CH2:25][C:26](=[O:36])[CH2:27][NH:28][C:29]([O:31][C:32]([CH3:35])([CH3:34])[CH3:33])=[O:30])([CH3:21])([CH3:19])[CH3:20]. The yield is 0.880. (3) The reactants are [C:1]1([C:30]2[CH:35]=[CH:34][CH:33]=[CH:32][CH:31]=2)[CH:6]=[CH:5][C:4]([CH:7]2[CH:26]=[C:25]3[C:10](=[C:11](Br)[C:12]4[CH:13]=[C:14]5[C:22]([C:23]([CH3:28])([CH3:27])[C:24]=43)=[C:21]3[C:16]([CH:17]=[CH:18][CH:19]=[CH:20]3)=[N:15]5)[CH:9]=[CH:8]2)=[CH:3][CH:2]=1.[C:36]1([C:70]2[CH:75]=[CH:74][CH:73]=[CH:72][CH:71]=2)[CH:41]=[CH:40][C:39]([N:42]([C:58]2[CH:63]=[CH:62][C:61]([C:64]3[CH:69]=[CH:68][CH:67]=[CH:66][CH:65]=3)=[CH:60][CH:59]=2)[C:43]2[CH:48]=[CH:47][C:46](B3OC(C)(C)C(C)(C)O3)=[CH:45][CH:44]=2)=[CH:38][CH:37]=1.C(=O)([O-])[O-].[K+].[K+]. The catalyst is C1C=CC([P]([Pd]([P](C2C=CC=CC=2)(C2C=CC=CC=2)C2C=CC=CC=2)([P](C2C=CC=CC=2)(C2C=CC=CC=2)C2C=CC=CC=2)[P](C2C=CC=CC=2)(C2C=CC=CC=2)C2C=CC=CC=2)(C2C=CC=CC=2)C2C=CC=CC=2)=CC=1.C1(C)C=CC=CC=1.C(O)C. The product is [C:1]1([C:30]2[CH:35]=[CH:34][CH:33]=[CH:32][CH:31]=2)[CH:6]=[CH:5][C:4]([CH:7]2[CH:26]=[C:25]3[C:10](=[C:11]([C:46]4[CH:45]=[CH:44][C:43]([N:42]([C:58]5[CH:59]=[CH:60][C:61]([C:64]6[CH:69]=[CH:68][CH:67]=[CH:66][CH:65]=6)=[CH:62][CH:63]=5)[C:39]5[CH:40]=[CH:41][C:36]([C:70]6[CH:75]=[CH:74][CH:73]=[CH:72][CH:71]=6)=[CH:37][CH:38]=5)=[CH:48][CH:47]=4)[C:12]4[CH:13]=[C:14]5[C:22]([C:23]([CH3:28])([CH3:27])[C:24]=43)=[C:21]3[C:16]([CH:17]=[CH:18][CH:19]=[CH:20]3)=[N:15]5)[CH:9]=[CH:8]2)=[CH:3][CH:2]=1. The yield is 0.638. (4) The reactants are FC(F)(F)C(O)=O.[Cl:8][C:9]1[CH:10]=[C:11]([CH:30]=[CH:31][C:32]=1[F:33])[NH:12][C:13]1[C:22]2[C:17](=[CH:18][C:19]([OH:29])=[CH:20][C:21]=2[O:23][CH:24]2[CH2:28][CH2:27][CH2:26][CH2:25]2)[N:16]=[CH:15][N:14]=1.[CH3:34][O:35][CH2:36][CH2:37]Br. No catalyst specified. The product is [Cl:8][C:9]1[CH:10]=[C:11]([CH:30]=[CH:31][C:32]=1[F:33])[NH:12][C:13]1[C:22]2[C:17](=[CH:18][C:19]([O:29][CH2:37][CH2:36][O:35][CH3:34])=[CH:20][C:21]=2[O:23][CH:24]2[CH2:28][CH2:27][CH2:26][CH2:25]2)[N:16]=[CH:15][N:14]=1. The yield is 0.960. (5) The reactants are [Mg].C[Si](Cl)(C)C.Br[C:8]1[CH:13]=[CH:12][C:11]([O:14][CH2:15][CH2:16][O:17][CH2:18][CH2:19][CH2:20][CH3:21])=[CH:10][CH:9]=1.B(OC)(OC)OC.Br[C:30]1[CH:31]=[CH:32][C:33]2[N:40]([CH2:41][CH:42]([CH3:44])[CH3:43])[CH2:39][CH2:38][CH2:37][C:36]([C:45]([OH:47])=[O:46])=[CH:35][C:34]=2[CH:48]=1.P([O-])([O-])([O-])=O.[K+].[K+].[K+]. The catalyst is O1CCCC1.C([O-])(=O)C.[Pd+2].C([O-])(=O)C.C1(P(C2C=CC=CC=2)C2C=CC=CC=2)C=CC=CC=1. The product is [CH2:18]([O:17][CH2:16][CH2:15][O:14][C:11]1[CH:12]=[CH:13][C:8]([C:30]2[CH:31]=[CH:32][C:33]3[N:40]([CH2:41][CH:42]([CH3:43])[CH3:44])[CH2:39][CH2:38][CH2:37][C:36]([C:45]([OH:47])=[O:46])=[CH:35][C:34]=3[CH:48]=2)=[CH:9][CH:10]=1)[CH2:19][CH2:20][CH3:21]. The yield is 0.805. (6) The reactants are O1CCN(CC[CH2:9][O:10][C:11]2[CH:20]=[C:19]3[C:14]([C:15]([O:21][C:22]4[CH:27]=[CH:26][C:25](NC(=O)CC5C=CC=CN=5)=[CH:24][C:23]=4[F:38])=[CH:16][CH:17]=[N:18]3)=[CH:13][C:12]=2[O:39][CH3:40])CC1.[F:41][C:42]1[CH:57]=[CH:56][C:45]([C:46]([NH:48][C:49]2[C:50](=[O:55])[NH:51][CH:52]=[CH:53][CH:54]=2)=[O:47])=[CH:44][CH:43]=1.[C@@H]1(N)CCCC[C@H]1N.[O-]P([O-])([O-])=O.[K+].[K+].[K+]. The catalyst is [Cu]I.O1CCOCC1. The product is [CH3:40][O:39][C:12]1[CH:13]=[C:14]2[C:19](=[CH:20][C:11]=1[O:10][CH3:9])[N:18]=[CH:17][CH:16]=[C:15]2[O:21][C:22]1[CH:27]=[CH:26][C:25]([N:51]2[CH:52]=[CH:53][CH:54]=[C:49]([NH:48][C:46](=[O:47])[C:45]3[CH:56]=[CH:57][C:42]([F:41])=[CH:43][CH:44]=3)[C:50]2=[O:55])=[CH:24][C:23]=1[F:38]. The yield is 0.180. (7) The reactants are O[C:2]1[C:6]2[CH:7]=[C:8]([CH3:11])[CH:9]=[CH:10][C:5]=2[O:4][N:3]=1.C(N(CC)CC)C.O=P(Cl)(Cl)[Cl:21]. The catalyst is O. The product is [Cl:21][C:2]1[C:6]2[CH:7]=[C:8]([CH3:11])[CH:9]=[CH:10][C:5]=2[O:4][N:3]=1. The yield is 0.870.